This data is from Full USPTO retrosynthesis dataset with 1.9M reactions from patents (1976-2016). The task is: Predict the reactants needed to synthesize the given product. (1) Given the product [NH2:27][C:5]1[C:6]([NH:8][CH2:9][C@H:10]2[CH2:15][CH2:14][C@H:13]([C:16]([N:18]3[CH2:23][CH2:22][N:21]([C:24](=[O:26])[CH3:25])[CH2:20][CH2:19]3)=[O:17])[CH2:12][CH2:11]2)=[N:7][C:2]([Br:1])=[CH:3][CH:4]=1, predict the reactants needed to synthesize it. The reactants are: [Br:1][C:2]1[N:7]=[C:6]([NH:8][CH2:9][C@H:10]2[CH2:15][CH2:14][C@H:13]([C:16]([N:18]3[CH2:23][CH2:22][N:21]([C:24](=[O:26])[CH3:25])[CH2:20][CH2:19]3)=[O:17])[CH2:12][CH2:11]2)[C:5]([N+:27]([O-])=O)=[CH:4][CH:3]=1. (2) Given the product [CH:3]1([C:48]2[CH:49]=[C:50]([CH:74]=[CH:75][CH:76]=2)[CH2:51][CH:52]2[C:59]3[CH:58]=[C:57]([C:60]([O:62][CH3:63])=[O:61])[NH:56][C:55]=3[CH2:54][CH2:53]2)[CH2:2][CH2:1]1.[CH:25]1([C:48]2[CH:49]=[C:50]([CH:74]=[CH:75][CH:76]=2)/[CH:51]=[C:52]2\[CH2:53][CH2:54][C:55]3[N:56]([S:64]([C:67]4[CH:68]=[CH:69][C:70]([CH3:71])=[CH:72][CH:73]=4)(=[O:65])=[O:66])[C:57]([C:60]([O:62][CH3:63])=[O:61])=[CH:58][C:59]\2=3)[CH2:32][CH2:28]1, predict the reactants needed to synthesize it. The reactants are: [CH3:1][C:2]1[C:3]2C(=O)CCC=2N(S(C2C=C[C:2]([CH3:1])=[CH:3]C=2)(=O)=O)C=1C(O)=O.O=[C:25]1[C:32]2[CH:28]=[C:32]([C:25](OC)=O)N[C:28]=2CC1.BrC1C=C(C=CC=1)C[Mg]Br.Br[C:48]1[CH:49]=[C:50]([CH:74]=[CH:75][CH:76]=1)/[CH:51]=[C:52]1\[CH2:53][CH2:54][C:55]2[N:56]([S:64]([C:67]3[CH:73]=[CH:72][C:70]([CH3:71])=[CH:69][CH:68]=3)(=[O:66])=[O:65])[C:57]([C:60]([O:62][CH3:63])=[O:61])=[CH:58][C:59]\1=2.C1([B-](F)(F)F)CC1.[K+]. (3) Given the product [CH3:19][NH:18][C:16]1[CH:15]=[CH:14][N:13]2[CH:20]=[C:10]([C:4]3[CH:3]=[CH:2][S:36][CH:5]=3)[N:11]=[C:12]2[CH:17]=1, predict the reactants needed to synthesize it. The reactants are: F[C:2]1[CH:3]=[C:4]([C:10]2[N:11]=[C:12]3[CH:17]=[C:16]([NH:18][CH3:19])[CH:15]=[CH:14][N:13]3[CH:20]=2)[CH:5]=CC=1OC.CNC1C=CN=C(N)C=1.BrCC(C1C=C[S:36]C=1)=O. (4) Given the product [S:20]1[CH:24]=[CH:23][C:22]([C:2]2[CH:3]=[CH:4][C:5]3[N:6]([N:8]=[C:9]([NH:11][C:12](=[O:19])[C:13]4[CH:18]=[CH:17][CH:16]=[N:15][CH:14]=4)[N:10]=3)[CH:7]=2)=[CH:21]1, predict the reactants needed to synthesize it. The reactants are: Br[C:2]1[CH:3]=[CH:4][C:5]2[N:6]([N:8]=[C:9]([NH:11][C:12](=[O:19])[C:13]3[CH:18]=[CH:17][CH:16]=[N:15][CH:14]=3)[N:10]=2)[CH:7]=1.[S:20]1[CH:24]=[CH:23][C:22](B(O)O)=[CH:21]1.